Dataset: Peptide-MHC class II binding affinity with 134,281 pairs from IEDB. Task: Regression. Given a peptide amino acid sequence and an MHC pseudo amino acid sequence, predict their binding affinity value. This is MHC class II binding data. (1) The peptide sequence is KFQADSPKRLATAIA. The MHC is DRB1_0404 with pseudo-sequence DRB1_0404. The binding affinity (normalized) is 0.0659. (2) The peptide sequence is DHGGACGYKDVDKPP. The MHC is HLA-DQA10401-DQB10402 with pseudo-sequence HLA-DQA10401-DQB10402. The binding affinity (normalized) is 0.0121. (3) The binding affinity (normalized) is 0.0321. The peptide sequence is ATPEAKYDAYVATLS. The MHC is DRB1_0301 with pseudo-sequence DRB1_0301.